This data is from Catalyst prediction with 721,799 reactions and 888 catalyst types from USPTO. The task is: Predict which catalyst facilitates the given reaction. (1) Reactant: [NH2:1][C:2]1[CH:7]=[C:6]([C:8]([F:11])([F:10])[F:9])[CH:5]=[CH:4][C:3]=1[NH:12][C:13]1[CH:14]=[C:15]([CH:21]=[CH:22][CH:23]=1)[C:16]([O:18][CH2:19][CH3:20])=[O:17].[C:24](O)(=O)C.C(N)=N.C(=O)([O-])O.[Na+]. Product: [F:9][C:8]([F:10])([F:11])[C:6]1[CH:5]=[CH:4][C:3]2[N:12]([C:13]3[CH:14]=[C:15]([CH:21]=[CH:22][CH:23]=3)[C:16]([O:18][CH2:19][CH3:20])=[O:17])[CH:24]=[N:1][C:2]=2[CH:7]=1. The catalyst class is: 8. (2) Reactant: [NH:1]1[CH2:6][CH2:5][CH2:4][CH:3]([C:7]([O:9][CH2:10][CH3:11])=[O:8])[CH2:2]1.C([O-])([O-])=O.[K+].[K+].C1COCC1.O.[C:24](Cl)(=[O:33])[O:25][CH2:26][C:27]1[CH:32]=[CH:31][CH:30]=[CH:29][CH:28]=1. Product: [N:1]1([C:24]([O:25][CH2:26][C:27]2[CH:32]=[CH:31][CH:30]=[CH:29][CH:28]=2)=[O:33])[CH2:6][CH2:5][CH2:4][CH:3]([C:7]([O:9][CH2:10][CH3:11])=[O:8])[CH2:2]1. The catalyst class is: 28. (3) Reactant: [C:1]1([CH:7]([NH:10][C:11]([C:13]2[CH:14]=[C:15]3[C:19](=[CH:20][CH:21]=2)[N:18]([CH2:22][C:23]2[CH:28]=[CH:27][C:26]([C:29]4[C:30]([C:35]([O:37]C(C)(C)C)=[O:36])=[CH:31][CH:32]=[CH:33][CH:34]=4)=[CH:25][CH:24]=2)[N:17]=[CH:16]3)=[O:12])[CH2:8][CH3:9])[CH:6]=[CH:5][CH:4]=[CH:3][CH:2]=1. Product: [C:1]1([CH:7]([NH:10][C:11]([C:13]2[CH:14]=[C:15]3[C:19](=[CH:20][CH:21]=2)[N:18]([CH2:22][C:23]2[CH:24]=[CH:25][C:26]([C:29]4[C:30]([C:35]([OH:37])=[O:36])=[CH:31][CH:32]=[CH:33][CH:34]=4)=[CH:27][CH:28]=2)[N:17]=[CH:16]3)=[O:12])[CH2:8][CH3:9])[CH:2]=[CH:3][CH:4]=[CH:5][CH:6]=1. The catalyst class is: 137. (4) Reactant: [CH3:1][N:2]([CH2:9][CH2:10][O:11][C:12]1[CH:25]=[CH:24][C:15]([CH2:16][CH:17]2[S:21][C:20](=[O:22])[NH:19][C:18]2=[O:23])=[CH:14][CH:13]=1)[C:3]1[CH:8]=[CH:7][CH:6]=[CH:5][N:4]=1.[C:26]([OH:33])(=[O:32])/[CH:27]=[CH:28]\[C:29]([OH:31])=[O:30]. Product: [C:26]([OH:33])(=[O:32])/[CH:27]=[CH:28]\[C:29]([OH:31])=[O:30].[CH3:1][N:2]([CH2:9][CH2:10][O:11][C:12]1[CH:25]=[CH:24][C:15]([CH2:16][CH:17]2[S:21][C:20](=[O:22])[NH:19][C:18]2=[O:23])=[CH:14][CH:13]=1)[C:3]1[CH:8]=[CH:7][CH:6]=[CH:5][N:4]=1. The catalyst class is: 21. (5) Reactant: Cl[C:2]([O:4][CH2:5][CH:6]1[C:18]2[CH:17]=[CH:16][CH:15]=[CH:14][C:13]=2[C:12]2[C:7]1=[CH:8][CH:9]=[CH:10][CH:11]=2)=[O:3].[F:19][C:20]1[CH:21]=[C:22]([C@H:28]2[NH:33][C@@H:32]([CH2:34][OH:35])[CH2:31][O:30][CH2:29]2)[CH:23]=[C:24]([F:27])[C:25]=1[F:26].C(=O)(O)[O-].[Na+].[Cl-].[NH4+]. Product: [OH:35][CH2:34][C@H:32]1[CH2:31][O:30][CH2:29][C@@H:28]([C:22]2[CH:21]=[C:20]([F:19])[C:25]([F:26])=[C:24]([F:27])[CH:23]=2)[N:33]1[C:2]([O:4][CH2:5][CH:6]1[C:18]2[CH:17]=[CH:16][CH:15]=[CH:14][C:13]=2[C:12]2[C:7]1=[CH:8][CH:9]=[CH:10][CH:11]=2)=[O:3]. The catalyst class is: 4. (6) Reactant: [CH2:1]([O:11][CH2:12][CH2:13][CH2:14][OH:15])[CH2:2][CH2:3][CH2:4][CH2:5][CH2:6][CH2:7][CH2:8][CH2:9][CH3:10].[H-].[Na+].[Na+].[I-].C(O)CCO.[H][H].[CH2:27](Cl)[CH2:28][CH2:29][CH2:30][CH2:31][CH2:32][CH2:33]CCC. Product: [CH2:1]([O:11][CH2:12][CH2:13][CH2:14][CH2:27][CH2:28][CH2:29][CH2:30][CH2:31][CH2:32][CH3:33])[CH2:2][CH2:3][CH2:4][CH2:5][CH2:6][CH2:7][CH2:8][CH2:9][CH3:10].[CH2:1]([O:11][CH2:12][CH2:13][CH2:14][OH:15])[CH2:2][CH2:3][CH2:4][CH2:5][CH2:6][CH2:7][CH2:8][CH2:9][CH3:10]. The catalyst class is: 18.